The task is: Predict the product of the given reaction.. This data is from Forward reaction prediction with 1.9M reactions from USPTO patents (1976-2016). (1) Given the reactants [CH3:1][O:2][C:3]([C:5]1[CH:21]=[CH:20][C:8]([CH2:9][CH2:10][N:11]2[C:15](=[O:16])[CH2:14][CH2:13][C@@H:12]2[C:17](O)=[O:18])=[CH:7][CH:6]=1)=[O:4].CN1CCOCC1.ClC(OCC(C)C)=O.[BH4-].[Na+], predict the reaction product. The product is: [OH:18][CH2:17][C@H:12]1[CH2:13][CH2:14][C:15](=[O:16])[N:11]1[CH2:10][CH2:9][C:8]1[CH:7]=[CH:6][C:5]([C:3]([O:2][CH3:1])=[O:4])=[CH:21][CH:20]=1. (2) Given the reactants [Cl:1][C:2]1[CH:3]=[CH:4][C:5]2[NH:11][C:10](=S)[CH:9]([CH2:13][C:14]3[S:15][C:16]([CH2:19][CH2:20][C:21]([O:23][CH3:24])=[O:22])=[CH:17][N:18]=3)[CH2:8][CH:7]([C:25]3[CH:30]=[CH:29][CH:28]=[C:27]([O:31][CH3:32])[C:26]=3[O:33][CH3:34])[C:6]=2[CH:35]=1.O.[NH2:37][NH2:38], predict the reaction product. The product is: [Cl:1][C:2]1[CH:3]=[CH:4][C:5]2[NH:11]/[C:10](=[N:37]\[NH2:38])/[CH:9]([CH2:13][C:14]3[S:15][C:16]([CH2:19][CH2:20][C:21]([O:23][CH3:24])=[O:22])=[CH:17][N:18]=3)[CH2:8][CH:7]([C:25]3[CH:30]=[CH:29][CH:28]=[C:27]([O:31][CH3:32])[C:26]=3[O:33][CH3:34])[C:6]=2[CH:35]=1. (3) The product is: [CH:25]([C:29]1[CH:28]=[CH:27][N:1]([C:2]2[CH:3]=[C:4]3[C:9](=[CH:10][C:11]=2[C:12]([F:13])([F:15])[F:14])[NH:8][C:7](=[O:16])[N:6]([NH:17][S:18]([CH3:21])(=[O:20])=[O:19])[C:5]3=[O:22])[CH:30]=1)=[O:24]. Given the reactants [NH2:1][C:2]1[CH:3]=[C:4]2[C:9](=[CH:10][C:11]=1[C:12]([F:15])([F:14])[F:13])[NH:8][C:7](=[O:16])[N:6]([NH:17][S:18]([CH3:21])(=[O:20])=[O:19])[C:5]2=[O:22].C[O:24][CH:25]1[CH:29]([CH:30]=O)[CH2:28][CH:27](OC)O1, predict the reaction product. (4) Given the reactants [Cl:1][C:2]1[CH:3]=[C:4](/[C:12](=[N:16]\[O:17][CH:18]2[CH2:22][CH2:21][CH2:20][CH2:19]2)/[C:13]([OH:15])=O)[CH:5]=[CH:6][C:7]=1[S:8]([CH3:11])(=[O:10])=[O:9].[NH2:23][C:24]1[S:25][C:26]2[CH:32]=[CH:31][CH:30]=[CH:29][C:27]=2[N:28]=1.C(N(CC)C(C)C)(C)C, predict the reaction product. The product is: [S:25]1[C:26]2[CH:32]=[CH:31][CH:30]=[CH:29][C:27]=2[N:28]=[C:24]1[NH:23][C:13](=[O:15])/[C:12](/[C:4]1[CH:5]=[CH:6][C:7]([S:8]([CH3:11])(=[O:9])=[O:10])=[C:2]([Cl:1])[CH:3]=1)=[N:16]/[O:17][CH:18]1[CH2:22][CH2:21][CH2:20][CH2:19]1.